Predict the product of the given reaction. From a dataset of Forward reaction prediction with 1.9M reactions from USPTO patents (1976-2016). (1) Given the reactants [NH2:1][C:2]1[N:24]=[C:5]2[CH:6]=[N:7][C:8]([C:10]3[CH:15]=[CH:14][C:13]([NH:16]C(=O)OC(C)(C)C)=[CH:12][CH:11]=3)=[CH:9][N:4]2[N:3]=1.C(O)(C(F)(F)F)=O, predict the reaction product. The product is: [NH2:16][C:13]1[CH:14]=[CH:15][C:10]([C:8]2[N:7]=[CH:6][C:5]3[N:4]([N:3]=[C:2]([NH2:1])[N:24]=3)[CH:9]=2)=[CH:11][CH:12]=1. (2) Given the reactants Cl[C:2]1[C:11]2[C:6](=[CH:7][C:8]([O:14][CH3:15])=[C:9]([O:12][CH3:13])[CH:10]=2)[N:5]=[CH:4][CH:3]=1.[OH:16][C:17]1[C:18]([I:24])=[N:19][C:20]([CH3:23])=[CH:21][CH:22]=1, predict the reaction product. The product is: [I:24][C:18]1[C:17]([O:16][C:2]2[C:11]3[C:6](=[CH:7][C:8]([O:14][CH3:15])=[C:9]([O:12][CH3:13])[CH:10]=3)[N:5]=[CH:4][CH:3]=2)=[CH:22][CH:21]=[C:20]([CH3:23])[N:19]=1. (3) Given the reactants BrC(C)C([C:5]1[CH:6]=[C:7]2[C:12](=[CH:13][CH:14]=1)[NH:11][C:10](=[O:15])[CH2:9][CH2:8]2)=O.[OH:17][C:18]1([C:24]2[S:25][CH:26]=[CH:27][CH:28]=2)[CH2:23][CH2:22][NH:21][CH2:20][CH2:19]1.C(N([CH2:34][CH3:35])CC)C.CN([CH:39]=[O:40])C, predict the reaction product. The product is: [OH:17][C:18]1([C:24]2[S:25][CH:26]=[CH:27][CH:28]=2)[CH2:19][CH2:20][N:21]([CH:34]([CH3:35])[C:39]([N:11]2[C:12]3[C:7](=[CH:6][CH:5]=[CH:14][CH:13]=3)[CH2:8][CH2:9][C:10]2=[O:15])=[O:40])[CH2:22][CH2:23]1. (4) Given the reactants [CH2:1]([O:3][C:4](=[O:8])[C:5](Cl)=[O:6])[CH3:2].[Cl:9][C:10]1[S:11][CH:12]=[CH:13][C:14]=1[Cl:15].[Al+3].[Cl-].[Cl-].[Cl-], predict the reaction product. The product is: [CH2:1]([O:3][C:4](=[O:8])[C:5]([C:12]1[S:11][C:10]([Cl:9])=[C:14]([Cl:15])[CH:13]=1)=[O:6])[CH3:2]. (5) Given the reactants F[P-](F)(F)(F)(F)F.N1([O:17][P+](N(C)C)(N(C)C)N(C)C)C2C=CC=CC=2N=N1.[CH2:28]([O:35][C:36]1[N:41]=[CH:40][C:39]([C:42]2([C:45](N3CC[C@@]4(C5C=CC=CC=5C(=O)O4)C3)=[O:46])[CH2:44][CH2:43]2)=[CH:38][CH:37]=1)[C:29]1[CH:34]=[CH:33][CH:32]=[CH:31][CH:30]=1, predict the reaction product. The product is: [CH2:28]([O:35][C:36]1[N:41]=[CH:40][C:39]([C:42]2([C:45]([OH:46])=[O:17])[CH2:43][CH2:44]2)=[CH:38][CH:37]=1)[C:29]1[CH:30]=[CH:31][CH:32]=[CH:33][CH:34]=1. (6) The product is: [F:1][C:2]1[CH:22]=[CH:21][C:20]([C:23]([NH:25][C:26]2[CH:31]=[C:30]([CH3:32])[CH:29]=[CH:28][C:27]=2[F:33])=[O:24])=[CH:19][C:3]=1[O:4][C:5]1[CH:10]=[CH:9][N:8]=[C:7]([C:11]2[NH:15][CH:14]=[C:13]([C:16]([NH:67][CH:68]([CH2:69][CH2:70][C:71]([O:73][CH3:74])=[O:72])[C:75]([OH:77])=[O:76])=[O:17])[CH:12]=2)[CH:6]=1. Given the reactants [F:1][C:2]1[CH:22]=[CH:21][C:20]([C:23]([NH:25][C:26]2[CH:31]=[C:30]([CH3:32])[CH:29]=[CH:28][C:27]=2[F:33])=[O:24])=[CH:19][C:3]=1[O:4][C:5]1[CH:10]=[CH:9][N:8]=[C:7]([C:11]2[NH:15][CH:14]=[C:13]([C:16](O)=[O:17])[CH:12]=2)[CH:6]=1.CN(C(ON1N=NC2C=CC=NC1=2)=[N+](C)C)C.F[P-](F)(F)(F)(F)F.C(N(CC)C(C)C)(C)C.[NH2:67][C@H:68]([C:75]([O-:77])=[O:76])[CH2:69][CH2:70][C:71]([O:73][CH3:74])=[O:72].Cl, predict the reaction product. (7) The product is: [NH4+:28].[OH-:12].[C:14]([C:18]1[CH:19]=[C:20]([C:24]2([NH:34][CH2:13][CH:11]([OH:12])[CH2:10][CH2:9][C:4]3[CH:3]=[C:2]([F:1])[CH:7]=[C:6]([F:8])[CH:5]=3)[CH2:32][CH2:31][C:30]3[C:26](=[CH:27][N:28]([CH3:33])[N:29]=3)[CH2:25]2)[CH:21]=[CH:22][CH:23]=1)([CH3:17])([CH3:15])[CH3:16]. Given the reactants [F:1][C:2]1[CH:3]=[C:4]([CH2:9][CH2:10][CH:11]2[CH2:13][O:12]2)[CH:5]=[C:6]([F:8])[CH:7]=1.[C:14]([C:18]1[CH:19]=[C:20]([C:24]2([NH2:34])[CH2:32][CH2:31][C:30]3[C:26](=[CH:27][N:28]([CH3:33])[N:29]=3)[CH2:25]2)[CH:21]=[CH:22][CH:23]=1)([CH3:17])([CH3:16])[CH3:15], predict the reaction product. (8) Given the reactants N[C:2]1[C:7]([C:8]#N)=[CH:6][C:5]([F:10])=[CH:4][N:3]=1.S(=O)(=O)(O)[OH:12].[NH3:16].[OH2:17], predict the reaction product. The product is: [NH2:16][C:2]1[N:3]=[CH:4][C:5]([F:10])=[CH:6][C:7]=1[C:8]([OH:12])=[O:17].